This data is from Forward reaction prediction with 1.9M reactions from USPTO patents (1976-2016). The task is: Predict the product of the given reaction. The product is: [CH3:62][N:63]1[CH:64]([C:67]2[CH:72]=[CH:71][CH:70]=[CH:69][CH:68]=2)[CH2:65][N:66]=[C:1]1[C:3]1[N:4]=[C:5]([CH:8]2[CH2:13][CH2:12][N:11]([C:14](=[O:26])[CH2:15][N:16]3[C:20]([CH3:21])=[CH:19][C:18]([C:22]([F:25])([F:24])[F:23])=[N:17]3)[CH2:10][CH2:9]2)[S:6][CH:7]=1. Given the reactants [CH:1]([C:3]1[N:4]=[C:5]([CH:8]2[CH2:13][CH2:12][N:11]([C:14](=[O:26])[CH2:15][N:16]3[C:20]([CH3:21])=[CH:19][C:18]([C:22]([F:25])([F:24])[F:23])=[N:17]3)[CH2:10][CH2:9]2)[S:6][CH:7]=1)=O.CC1N(CC(N2CCC(C3SC=C(C4C=C(C5C=CC=CC=5)ON=4)N=3)CC2)=O)N=C(C(F)(F)F)C=1.[CH3:62][NH:63][CH:64]([C:67]1[CH:72]=[CH:71][CH:70]=[CH:69][CH:68]=1)[CH2:65][NH2:66].C(=O)([O-])[O-].[K+].[K+].II, predict the reaction product.